This data is from Catalyst prediction with 721,799 reactions and 888 catalyst types from USPTO. The task is: Predict which catalyst facilitates the given reaction. Reactant: [Cl:1][C:2]1[C:3]([C:29]([F:32])([F:31])[F:30])=[CH:4][C:5]([N:8]2[CH2:11][C:10]([CH2:13][O:14][C:15]3[C:24]([CH:25]4[CH2:27][CH2:26]4)=[CH:23][C:18]([C:19]([O:21]C)=[O:20])=[C:17]([F:28])[CH:16]=3)([CH3:12])[CH2:9]2)=[N:6][CH:7]=1.O.[OH-].[Li+]. Product: [Cl:1][C:2]1[C:3]([C:29]([F:32])([F:31])[F:30])=[CH:4][C:5]([N:8]2[CH2:11][C:10]([CH2:13][O:14][C:15]3[C:24]([CH:25]4[CH2:26][CH2:27]4)=[CH:23][C:18]([C:19]([OH:21])=[O:20])=[C:17]([F:28])[CH:16]=3)([CH3:12])[CH2:9]2)=[N:6][CH:7]=1. The catalyst class is: 253.